From a dataset of NCI-60 drug combinations with 297,098 pairs across 59 cell lines. Regression. Given two drug SMILES strings and cell line genomic features, predict the synergy score measuring deviation from expected non-interaction effect. Drug 1: C1=NC2=C(N1)C(=S)N=CN2. Drug 2: C(CCl)NC(=O)N(CCCl)N=O. Cell line: OVCAR-4. Synergy scores: CSS=52.4, Synergy_ZIP=-0.218, Synergy_Bliss=0.360, Synergy_Loewe=-33.0, Synergy_HSA=0.682.